Dataset: Reaction yield outcomes from USPTO patents with 853,638 reactions. Task: Predict the reaction yield, written as a fraction of the theoretical maximum amount of product (1.0 means a 100% yield; for example, 0.34 means a 34% yield). (1) The reactants are [C:1]([O:5][C:6](=[O:15])[C:7]1[CH:12]=[CH:11][C:10]([F:13])=[CH:9][C:8]=1F)([CH3:4])([CH3:3])[CH3:2].C([O-])(O)=O.[Na+].[CH3:21][O:22][CH2:23][C@@H:24]([NH2:26])[CH3:25]. No catalyst specified. The product is [C:1]([O:5][C:6](=[O:15])[C:7]1[CH:12]=[CH:11][C:10]([F:13])=[CH:9][C:8]=1[NH:26][C@@H:24]([CH3:25])[CH2:23][O:22][CH3:21])([CH3:4])([CH3:3])[CH3:2]. The yield is 0.840. (2) The reactants are Cl[C:2]1[CH:7]=[CH:6][C:5]([C:8]([F:11])([F:10])[F:9])=[CH:4][CH:3]=1.[O-]P([O-])([O-])=O.[K+].[K+].[K+].[OH:20][C:21]1[CH:26]=[C:25]([CH3:27])[C:24]([C:28](=[O:30])[CH3:29])=[C:23]([CH3:31])[CH:22]=1.C(P(C(C)(C)C)C1C=CC=CC=1C1C(C(C)C)=CC(C(C)C)=CC=1C(C)C)(C)(C)C. The catalyst is C1(C)C=CC=CC=1.CC([O-])=O.CC([O-])=O.[Pd+2]. The product is [CH3:31][C:23]1[CH:22]=[C:21]([O:20][C:2]2[CH:7]=[CH:6][C:5]([C:8]([F:11])([F:10])[F:9])=[CH:4][CH:3]=2)[CH:26]=[C:25]([CH3:27])[C:24]=1[C:28](=[O:30])[CH3:29]. The yield is 0.190. (3) The reactants are [CH:1]1([CH2:7][NH:8][C:9]2[C:14]([N+:15]([O-])=O)=[CH:13][C:12]([NH:18][C:19]3[CH:24]=[CH:23][CH:22]=[CH:21][CH:20]=3)=[C:11]([N:25]3[CH2:30][CH2:29][N:28]([CH3:31])[CH2:27][CH2:26]3)[CH:10]=2)[CH2:6][CH2:5][CH2:4][CH2:3][CH2:2]1.[H][H]. The catalyst is C1COCC1.[Pd]. The product is [CH:1]1([CH2:7][NH:8][C:9]2[C:14]([NH2:15])=[CH:13][C:12]([NH:18][C:19]3[CH:24]=[CH:23][CH:22]=[CH:21][CH:20]=3)=[C:11]([N:25]3[CH2:30][CH2:29][N:28]([CH3:31])[CH2:27][CH2:26]3)[CH:10]=2)[CH2:6][CH2:5][CH2:4][CH2:3][CH2:2]1. The yield is 0.495.